Predict the product of the given reaction. From a dataset of Forward reaction prediction with 1.9M reactions from USPTO patents (1976-2016). Given the reactants [Cl:1][C:2]1[CH:7]=[CH:6][CH:5]=[C:4]([F:8])[C:3]=1[NH:9][C:10]1[NH:11][C:12]2[C:18]3[CH2:19][C:20]([CH3:23])([CH3:22])[O:21][C:17]=3[C:16]([C:24](O)=[O:25])=[CH:15][C:13]=2[N:14]=1.S(Cl)(Cl)=O.[NH2:31][C:32]1[CH:37]=[CH:36][C:35]([C:38]([F:41])([F:40])[F:39])=[CH:34][N+:33]=1[O-:42].CCN(C(C)C)C(C)C, predict the reaction product. The product is: [Cl:1][C:2]1[CH:7]=[CH:6][CH:5]=[C:4]([F:8])[C:3]=1[NH:9][C:10]1[NH:11][C:12]2[C:18]3[CH2:19][C:20]([CH3:22])([CH3:23])[O:21][C:17]=3[C:16]([C:24]([NH:31][C:32]3[CH:37]=[CH:36][C:35]([C:38]([F:39])([F:41])[F:40])=[CH:34][N+:33]=3[O-:42])=[O:25])=[CH:15][C:13]=2[N:14]=1.